Task: Predict the reaction yield, written as a fraction of the theoretical maximum amount of product (1.0 means a 100% yield; for example, 0.34 means a 34% yield).. Dataset: Reaction yield outcomes from USPTO patents with 853,638 reactions (1) The reactants are [Br:1][C:2]1[CH:3]=[C:4]([CH2:7][N:8]2[C:12](=[O:13])[O:11][N:10]=[C:9]2[C:14]2[C:18]([NH:19][CH2:20][CH2:21][O:22]C)=[N:17][O:16][N:15]=2)[O:5][CH:6]=1.B(Br)(Br)Br.C(=O)(O)[O-].[Na+]. The catalyst is ClCCl.O. The product is [Br:1][C:2]1[CH:3]=[C:4]([CH2:7][N:8]2[C:12](=[O:13])[O:11][N:10]=[C:9]2[C:14]2[C:18]([NH:19][CH2:20][CH2:21][OH:22])=[N:17][O:16][N:15]=2)[O:5][CH:6]=1. The yield is 0.970. (2) The reactants are N([C:8]1[N:17]([C:18]2[CH:23]=[CH:22][CH:21]=[CH:20][CH:19]=2)[C:16]2[N:15]=[C:14]([C:24]([OH:26])=O)[CH:13]=[C:12]([CH3:27])[C:11]=2[C:10](=[O:28])[CH:9]=1)C1C=CC=CC=1.Cl.[CH3:30][NH:31][O:32][CH3:33].[CH:34]1[CH:35]=[CH:36][C:37]2N(O)N=[N:40][C:38]=2[CH:39]=1.CCN=C=NCCCN(C)C. The catalyst is C(Cl)Cl. The product is [NH:17]([C:8]1[N:40]([C:38]2[CH:39]=[CH:34][CH:35]=[CH:36][CH:37]=2)[C:16]2[N:15]=[C:14]([C:24]([N:31]([O:32][CH3:33])[CH3:30])=[O:26])[CH:13]=[C:12]([CH3:27])[C:11]=2[C:10](=[O:28])[CH:9]=1)[C:18]1[CH:19]=[CH:20][CH:21]=[CH:22][CH:23]=1. The yield is 0.590. (3) The reactants are [NH2:1][C:2]1[CH:3]=[CH:4][C:5]([O:8][C:9]2[CH:10]=[CH:11][C:12]([F:23])=[C:13]([NH:15][C:16](=[O:22])[O:17][C:18]([CH3:21])([CH3:20])[CH3:19])[CH:14]=2)=[N:6][CH:7]=1.[S-:24][C:25]#[N:26].[K+].BrBr. The catalyst is C(O)(=O)C. The product is [C:18]([O:17][C:16](=[O:22])[NH:15][C:13]1[CH:14]=[C:9]([O:8][C:5]2[N:6]=[C:7]3[S:24][C:25]([NH2:26])=[N:1][C:2]3=[CH:3][CH:4]=2)[CH:10]=[CH:11][C:12]=1[F:23])([CH3:19])([CH3:20])[CH3:21]. The yield is 0.900. (4) The reactants are Cl[C:2]1[CH:7]=[CH:6][N:5]=[CH:4][C:3]=1[N+:8]([O-:10])=[O:9].[NH2:11][CH2:12][C:13]([O:15][CH2:16][CH3:17])=[O:14].CCN(C(C)C)C(C)C. The catalyst is C(#N)C. The product is [N+:8]([C:3]1[CH:4]=[N:5][CH:6]=[CH:7][C:2]=1[NH:11][CH2:12][C:13]([O:15][CH2:16][CH3:17])=[O:14])([O-:10])=[O:9]. The yield is 1.00. (5) The reactants are [CH3:1][C@H:2]1[CH2:8][NH:7][C:6]2[CH:9]=[C:10](B3OC(C)(C)C(C)(C)O3)[CH:11]=[CH:12][C:5]=2[C:4](=[O:22])[NH:3]1.[NH2:23][C:24]1[N:29]=[CH:28][C:27]([C:30]2[CH:35]=[CH:34][C:33]([S:36]([NH:39][CH:40]3[CH2:42][CH2:41]3)(=[O:38])=[O:37])=[CH:32][CH:31]=2)=[CH:26][C:25]=1Br. No catalyst specified. The product is [NH2:23][C:24]1[N:29]=[CH:28][C:27]([C:30]2[CH:31]=[CH:32][C:33]([S:36]([NH:39][CH:40]3[CH2:42][CH2:41]3)(=[O:37])=[O:38])=[CH:34][CH:35]=2)=[CH:26][C:25]=1[C:10]1[CH:11]=[CH:12][C:5]2[C:4](=[O:22])[NH:3][C@@H:2]([CH3:1])[CH2:8][NH:7][C:6]=2[CH:9]=1. The yield is 0.330. (6) The reactants are [O:1]1[CH2:6][CH2:5][CH:4]([CH2:7][NH2:8])[CH2:3][CH2:2]1.[C:9]12([N:19]=[C:20]=[O:21])[CH2:18][CH:13]3[CH2:14][CH:15]([CH2:17][CH:11]([CH2:12]3)[CH2:10]1)[CH2:16]2. The catalyst is C1COCC1. The product is [C:9]12([NH:19][C:20]([NH:8][CH2:7][CH:4]3[CH2:5][CH2:6][O:1][CH2:2][CH2:3]3)=[O:21])[CH2:18][CH:13]3[CH2:14][CH:15]([CH2:17][CH:11]([CH2:12]3)[CH2:10]1)[CH2:16]2. The yield is 0.440. (7) The reactants are Br.Br[CH2:3][C:4]([C:6]1[CH:11]=[CH:10][N:9]=[CH:8][CH:7]=1)=O.[CH3:12][C:13]1[CH:14]=[C:15]([NH:19][C:20]([NH2:22])=[O:21])[CH:16]=[CH:17][CH:18]=1.N. The catalyst is CCO.O. The product is [CH3:12][C:13]1[CH:14]=[C:15]([NH:19][C:20]2[O:21][CH:3]=[C:4]([C:6]3[CH:11]=[CH:10][N:9]=[CH:8][CH:7]=3)[N:22]=2)[CH:16]=[CH:17][CH:18]=1. The yield is 0.170. (8) The reactants are [CH3:1][C:2]([CH3:36])([CH3:35])[C:3](=[O:34])[CH2:4][O:5][C:6]1[CH:11]=[CH:10][C:9]([C:12]([C:17]2[S:21][C:20]3[CH:22]=[CH:23][C:24]([C:26]([NH:28][CH2:29][C:30]([OH:32])=[O:31])=[O:27])=[CH:25][C:19]=3[CH:18]=2)([CH2:15][CH3:16])[CH2:13][CH3:14])=[CH:8][C:7]=1[CH3:33].[BH4-].[Na+]. No catalyst specified. The product is [CH2:13]([C:12]([C:17]1[S:21][C:20]2[CH:22]=[CH:23][C:24]([C:26]([NH:28][CH2:29][C:30]([OH:32])=[O:31])=[O:27])=[CH:25][C:19]=2[CH:18]=1)([C:9]1[CH:10]=[CH:11][C:6]([O:5][CH2:4][CH:3]([OH:34])[C:2]([CH3:35])([CH3:36])[CH3:1])=[C:7]([CH3:33])[CH:8]=1)[CH2:15][CH3:16])[CH3:14]. The yield is 0.860. (9) The reactants are [F-:1].[K+].[CH2:3]1OCCOCCOCCOCCOCCOC1.Br[CH2:22][C:23]([C:25]1[CH:33]=[CH:32][C:28]([C:29]([OH:31])=[O:30])=[CH:27][CH:26]=1)=[O:24]. The catalyst is C(#N)C.O. The product is [CH3:3][O:31][C:29](=[O:30])[C:28]1[CH:32]=[CH:33][C:25]([C:23](=[O:24])[CH2:22][F:1])=[CH:26][CH:27]=1. The yield is 0.310. (10) The reactants are FC(F)(F)C([N:5]1[CH2:11][CH2:10][C:9]2[CH:12]=[C:13]([O:19][CH3:20])[C:14]([N+:16]([O-:18])=[O:17])=[CH:15][C:8]=2[CH2:7][CH2:6]1)=O.[OH-].[Na+]. The catalyst is C(#N)C. The product is [CH3:20][O:19][C:13]1[C:14]([N+:16]([O-:18])=[O:17])=[CH:15][C:8]2[CH2:7][CH2:6][NH:5][CH2:11][CH2:10][C:9]=2[CH:12]=1. The yield is 0.890.